From a dataset of Reaction yield outcomes from USPTO patents with 853,638 reactions. Predict the reaction yield, written as a fraction of the theoretical maximum amount of product (1.0 means a 100% yield; for example, 0.34 means a 34% yield). The reactants are [CH2:1]([N:5]([CH2:23][CH2:24][CH2:25][CH3:26])[C:6]1[CH:11]=[CH:10][C:9]([CH:12]=[CH:13][CH:14]=[CH:15][C:16]2[S:17][CH:18]=[CH:19][CH:20]=2)=[C:8]([O:21][CH3:22])[CH:7]=1)[CH2:2][CH2:3][CH3:4].C([Li])CCC.CN(C)[CH:34]=[O:35].II. The catalyst is O1CCCC1.CCOCC.C(OCC)(=O)C.O. The product is [CH2:23]([N:5]([CH2:1][CH2:2][CH2:3][CH3:4])[C:6]1[CH:11]=[CH:10][C:9]([CH:12]=[CH:13][CH:14]=[CH:15][C:16]2[S:17][C:18]([CH:34]=[O:35])=[CH:19][CH:20]=2)=[C:8]([O:21][CH3:22])[CH:7]=1)[CH2:24][CH2:25][CH3:26]. The yield is 0.801.